From a dataset of Catalyst prediction with 721,799 reactions and 888 catalyst types from USPTO. Predict which catalyst facilitates the given reaction. Reactant: O[CH2:2][C:3]1[N:7]([CH3:8])[C:6](=[O:9])[NH:5][N:4]=1.O=S(Cl)[Cl:12]. The catalyst class is: 13. Product: [Cl:12][CH2:2][C:3]1[N:7]([CH3:8])[C:6](=[O:9])[NH:5][N:4]=1.